Dataset: Reaction yield outcomes from USPTO patents with 853,638 reactions. Task: Predict the reaction yield, written as a fraction of the theoretical maximum amount of product (1.0 means a 100% yield; for example, 0.34 means a 34% yield). The reactants are O[C:2]1[CH2:7][CH2:6][C:5]([CH3:9])([CH3:8])[CH2:4][C:3]=1[C:10]([O:12]C)=O.[NH2:14][C:15]1[CH:16]=[C:17]([CH:22]=[CH:23][C:24]=1[Br:25])[C:18]([O:20][CH3:21])=[O:19].O1CCOCC1. The catalyst is O. The product is [Br:25][C:24]1[C:15]2[NH:14][C:2]3[CH2:7][CH2:6][C:5]([CH3:8])([CH3:9])[CH2:4][C:3]=3[C:10](=[O:12])[C:16]=2[C:17]([C:18]([O:20][CH3:21])=[O:19])=[CH:22][CH:23]=1. The yield is 0.270.